Dataset: Cav3 T-type calcium channel HTS with 100,875 compounds. Task: Binary Classification. Given a drug SMILES string, predict its activity (active/inactive) in a high-throughput screening assay against a specified biological target. (1) The drug is O(C(=O)N1CCN(CC1)C(=O)C(/NC(=O)c1ccccc1)=C/c1c(OC)cccc1)CC. The result is 0 (inactive). (2) The drug is Fc1cc(CC(O)=O)ccc1O. The result is 0 (inactive). (3) The molecule is FC(F)(F)c1c(NC(=O)C(=O)c2n(c3n(ncc3C(OCC)=O)c3ccccc3)ccc2)cccc1. The result is 0 (inactive). (4) The drug is Clc1c(C2SCC(=O)N2c2ccc(cc2)C)c(F)ccc1. The result is 0 (inactive). (5) The compound is O(CCN1C(=O)c2c(C1=O)ccc(c2)C(O)=O)C. The result is 0 (inactive). (6) The compound is O=C1N(C(=O)CC1c1c2c([nH]c1)cccc2)c1ccccc1. The result is 0 (inactive). (7) The compound is Oc1c(c(=O)n(c(c1)c1cccnc1)c1ccccc1)CC. The result is 0 (inactive). (8) The molecule is S(c1n(c(nn1)C(NC(=O)c1ccc(OC)cc1)C)CC)CC(=O)c1ccc(OC)cc1. The result is 0 (inactive). (9) The drug is Clc1c(c2nc(sc2C)NC(=O)c2c(noc2C)CC)ccc(Cl)c1. The result is 0 (inactive).